This data is from Peptide-MHC class I binding affinity with 185,985 pairs from IEDB/IMGT. The task is: Regression. Given a peptide amino acid sequence and an MHC pseudo amino acid sequence, predict their binding affinity value. This is MHC class I binding data. (1) The peptide sequence is FHKKRVEPL. The MHC is HLA-B27:05 with pseudo-sequence HLA-B27:05. The binding affinity (normalized) is 0.0847. (2) The peptide sequence is KIFLHFSIL. The MHC is HLA-B27:05 with pseudo-sequence HLA-B27:05. The binding affinity (normalized) is 0.0847. (3) The peptide sequence is HQRSDSSLV. The MHC is H-2-Kb with pseudo-sequence H-2-Kb. The binding affinity (normalized) is 0.241. (4) The peptide sequence is VLMGGVPGV. The binding affinity (normalized) is 1.00. The MHC is HLA-A02:12 with pseudo-sequence HLA-A02:12. (5) The peptide sequence is GALPQGMVL. The MHC is H-2-Kb with pseudo-sequence H-2-Kb. The binding affinity (normalized) is 0.131.